From a dataset of M1 muscarinic receptor agonist screen with 61,833 compounds. Binary Classification. Given a drug SMILES string, predict its activity (active/inactive) in a high-throughput screening assay against a specified biological target. (1) The compound is S(=O)(=O)(Cc1oc(C(=O)N(CCCC)C)cc1)c1c(cccc1)C. The result is 0 (inactive). (2) The drug is S(=O)(=O)(N1CCN(CC1)c1nc(c2c(CC(OC2)(C)C)c1C#N)C)c1ccc(cc1)C. The result is 0 (inactive). (3) The drug is s\1c2c(n(c1=N/C(=O)CCC)C)c(F)ccc2. The result is 0 (inactive). (4) The drug is S(c1n(\c([nH]n1)=C1\C(=O)C=CC=C1)CC=C)CC(=O)NCc1ccccc1. The result is 0 (inactive). (5) The drug is O(c1ccc(C2n3[nH]cnc3=NC(=C2)c2ccccc2)cc1)C. The result is 1 (active). (6) The drug is Clc1ccc(n2c(=O)c3SCCc3nc2SCC(=O)Nc2noc(c2)C)cc1. The result is 0 (inactive).